From a dataset of Reaction yield outcomes from USPTO patents with 853,638 reactions. Predict the reaction yield, written as a fraction of the theoretical maximum amount of product (1.0 means a 100% yield; for example, 0.34 means a 34% yield). (1) The reactants are FC1C=CC(C2C3C(=CC=CC=3)N(C(C)C)C=2)=CC=1.P(Cl)(Cl)(Cl)=O.CO/C=C/C#N.C(=O)([O-])O.[Na+].[F:36][C:37]1[CH:42]=[CH:41][C:40]([C:43]2[C:51]3[C:46](=[CH:47][CH:48]=[CH:49][CH:50]=3)[N:45]([CH:52]([CH3:54])[CH3:53])[C:44]=2[CH:55]=[CH:56][C:57]#[N:58])=[CH:39][CH:38]=1. The catalyst is ClCCl. The product is [F:36][C:37]1[CH:42]=[CH:41][C:40]([C:43]2[C:51]3[C:46](=[CH:47][CH:48]=[CH:49][CH:50]=3)[N:45]([CH:52]([CH3:53])[CH3:54])[C:44]=2/[CH:55]=[CH:56]/[C:57]#[N:58])=[CH:39][CH:38]=1. The yield is 0.450. (2) The reactants are [CH3:1][N:2]1[C:6]([C:7]2[CH:8]=[C:9]([C:13]([O:15]C)=[O:14])[O:10][C:11]=2[CH3:12])=[C:5]([CH3:17])[CH:4]=[N:3]1.[OH-].[Na+]. The catalyst is O1CCCC1. The yield is 0.940. The product is [CH3:1][N:2]1[C:6]([C:7]2[CH:8]=[C:9]([C:13]([OH:15])=[O:14])[O:10][C:11]=2[CH3:12])=[C:5]([CH3:17])[CH:4]=[N:3]1. (3) The reactants are C(OC([NH:8][C@H:9]([C:11]1[CH:20]=[CH:19][C:14]([C:15]([O:17][CH3:18])=[O:16])=[CH:13][CH:12]=1)[CH3:10])=O)(C)(C)C.FC(F)(F)C(O)=O.[Cl:28]CCl. No catalyst specified. The product is [ClH:28].[NH2:8][C@H:9]([C:11]1[CH:20]=[CH:19][C:14]([C:15]([O:17][CH3:18])=[O:16])=[CH:13][CH:12]=1)[CH3:10]. The yield is 0.950. (4) The reactants are [CH2:1]([O:8][C:9]1[CH:14]=[CH:13][C:12]([OH:15])=[CH:11][CH:10]=1)[C:2]1[CH:7]=[CH:6][CH:5]=[CH:4][CH:3]=1.C([O-])([O-])=O.[Cs+].[Cs+].I[C:23]1[CH:28]=[CH:27][N:26]=[CH:25][CH:24]=1.COCCOCCOC. The catalyst is [Cu]I.O1CCOCC1. The product is [CH2:1]([O:8][C:9]1[CH:10]=[CH:11][C:12]([O:15][C:23]2[CH:28]=[CH:27][N:26]=[CH:25][CH:24]=2)=[CH:13][CH:14]=1)[C:2]1[CH:3]=[CH:4][CH:5]=[CH:6][CH:7]=1. The yield is 0.570. (5) The reactants are [NH:1]1[C:9]2[C:4](=[CH:5][CH:6]=[CH:7][CH:8]=2)[CH2:3][CH:2]1[C:10]([OH:12])=[O:11].[CH3:13][C:14]([O:17][C:18](O[C:18]([O:17][C:14]([CH3:16])([CH3:15])[CH3:13])=[O:19])=[O:19])([CH3:16])[CH3:15]. The catalyst is C1COCC1. The product is [C:14]([O:17][C:18]([N:1]1[C:9]2[C:4](=[CH:5][CH:6]=[CH:7][CH:8]=2)[CH2:3][CH:2]1[C:10]([OH:12])=[O:11])=[O:19])([CH3:16])([CH3:15])[CH3:13]. The yield is 0.806. (6) The reactants are [Cl:1][C:2]1[CH:7]=[CH:6][C:5]([CH:8]([N:14]([C:23]2[CH:24]=[C:25]([CH3:35])[C:26]3[N:27]([C:29]([CH:32]([F:34])[F:33])=[N:30][N:31]=3)[CH:28]=2)[C:15](=[O:22])[CH2:16][C:17]([CH:19]2[CH2:21][CH2:20]2)=O)[C:9](OCC)=O)=[CH:4][CH:3]=1.[CH3:36][NH:37][NH2:38]. The catalyst is CO.CCOCC. The product is [Cl:1][C:2]1[CH:7]=[CH:6][C:5]([CH:8]2[C:9]3[N:37]([CH3:36])[N:38]=[C:17]([CH:19]4[CH2:21][CH2:20]4)[C:16]=3[C:15](=[O:22])[N:14]2[C:23]2[CH:24]=[C:25]([CH3:35])[C:26]3[N:27]([C:29]([CH:32]([F:34])[F:33])=[N:30][N:31]=3)[CH:28]=2)=[CH:4][CH:3]=1. The yield is 0.300.